From a dataset of Experimentally validated miRNA-target interactions with 360,000+ pairs, plus equal number of negative samples. Binary Classification. Given a miRNA mature sequence and a target amino acid sequence, predict their likelihood of interaction. The miRNA is mmu-miR-344b-3p with sequence CAUUUAGCCAAAGCCUGACUGU. The protein sequence of the target gene is MLRNLFRRRLFSCPTKYYFMLLVLSLITFSVLRIHQKPEFFSVRHLELAGDDPYSNVNCTKILQGDPEEIQKVKLEILTVQFKKRPRRTPHDYINMTRDCASFIRTRKYIVEPLTKEEVGFPIAYSIVVHHKIEMLDRLLRAIYMPQNFYCIHVDRKAEESFLAAVQGIASCFDNVFVASQLESVVYASWSRVKADLNCMKDLYRMNANWKYLINLCGMDFPIKTNLEIVRKLKCSTGENNLETEKMPPNKEERWKKRYTVVDGKLTNTGIVKAPPPLKTPLFSGSAYFVVTREYVGYVL.... Result: 0 (no interaction).